Dataset: Catalyst prediction with 721,799 reactions and 888 catalyst types from USPTO. Task: Predict which catalyst facilitates the given reaction. (1) Reactant: [OH:1][C:2]1[CH:7]=[C:6]([CH3:8])[N:5]([C:9]2[O:13][C:12]([C:14]([O:16][CH3:17])=[O:15])=[CH:11][CH:10]=2)[C:4](=[O:18])[CH:3]=1.[Br:19]N1C(=O)CCC1=O.C([O-])([O-])=O.[K+].[K+].[F:33][C:34]1[CH:41]=[C:40]([F:42])[CH:39]=[CH:38][C:35]=1[CH2:36]Br. Product: [Br:19][C:3]1[C:4](=[O:18])[N:5]([C:9]2[O:13][C:12]([C:14]([O:16][CH3:17])=[O:15])=[CH:11][CH:10]=2)[C:6]([CH3:8])=[CH:7][C:2]=1[O:1][CH2:36][C:35]1[CH:38]=[CH:39][C:40]([F:42])=[CH:41][C:34]=1[F:33]. The catalyst class is: 3. (2) Reactant: BrP(Br)(C1C=CC=CC=1)(C1C=CC=CC=1)C1C=CC=CC=1.[Br:22][CH2:23][C:24]1[CH:32]=[CH:31][C:27]([C:28]([OH:30])=O)=[CH:26][CH:25]=1.[NH2:33][C:34]1[C:35]([C:41]([NH:43][NH2:44])=O)=[N:36][C:37]([Br:40])=[CH:38][N:39]=1.CCN(C(C)C)C(C)C. Product: [Br:40][C:37]1[N:36]=[C:35]([C:41]2[O:30][C:28]([C:27]3[CH:26]=[CH:25][C:24]([CH2:23][Br:22])=[CH:32][CH:31]=3)=[N:44][N:43]=2)[C:34]([NH2:33])=[N:39][CH:38]=1. The catalyst class is: 10. (3) Reactant: [H-].[Na+].[CH3:3][C:4]1[N:8]([C:9]2[CH:14]=[CH:13][CH:12]=[C:11]([C:15]([F:18])([F:17])[F:16])[CH:10]=2)[C:7](=[O:19])[NH:6][C:5]=1[C:20]1[N:24]([C:25]2[CH:32]=[CH:31][C:28]([C:29]#[N:30])=[CH:27][CH:26]=2)[N:23]=[CH:22][CH:21]=1.Cl[C:34]([O:36][CH2:37][CH3:38])=[O:35].O. Product: [CH2:37]([O:36][C:34]([N:6]1[C:5]([C:20]2[N:24]([C:25]3[CH:26]=[CH:27][C:28]([C:29]#[N:30])=[CH:31][CH:32]=3)[N:23]=[CH:22][CH:21]=2)=[C:4]([CH3:3])[N:8]([C:9]2[CH:14]=[CH:13][CH:12]=[C:11]([C:15]([F:18])([F:17])[F:16])[CH:10]=2)[C:7]1=[O:19])=[O:35])[CH3:38]. The catalyst class is: 3. (4) Reactant: [CH2:1]([N:8]1[C:12]2[CH:13]=[CH:14][CH:15]=[CH:16][C:11]=2[N:10]=[N:9]1)[C:2]1[CH:7]=[CH:6][CH:5]=[CH:4][CH:3]=1.C([Li])CCC.Br[CH2:23][C:24]1[CH:29]=[CH:28][C:27]([C:30]2[CH:35]=[CH:34][CH:33]=[CH:32][CH:31]=2)=[CH:26][CH:25]=1. Product: [C:27]1([C:30]2[CH:31]=[CH:32][CH:33]=[CH:34][CH:35]=2)[CH:26]=[CH:25][C:24]([CH2:23][CH:1]([N:8]2[C:12]3[CH:13]=[CH:14][CH:15]=[CH:16][C:11]=3[N:10]=[N:9]2)[C:2]2[CH:3]=[CH:4][CH:5]=[CH:6][CH:7]=2)=[CH:29][CH:28]=1. The catalyst class is: 7. (5) Reactant: [CH3:1][C:2]1[C:6]2[CH:7]=[C:8]([N:11]3[CH2:15][CH2:14][CH2:13][CH2:12]3)[CH:9]=[CH:10][C:5]=2[S:4][C:3]=1[S:16]([NH:19][C:20]1[CH:21]=[C:22]([CH:28]=[CH:29][CH:30]=1)[C:23]([O:25]CC)=[O:24])(=[O:18])=[O:17].[Li+].[OH-].C(O)(=O)C. Product: [CH3:1][C:2]1[C:6]2[CH:7]=[C:8]([N:11]3[CH2:15][CH2:14][CH2:13][CH2:12]3)[CH:9]=[CH:10][C:5]=2[S:4][C:3]=1[S:16]([NH:19][C:20]1[CH:21]=[C:22]([CH:28]=[CH:29][CH:30]=1)[C:23]([OH:25])=[O:24])(=[O:17])=[O:18]. The catalyst class is: 20.